From a dataset of Reaction yield outcomes from USPTO patents with 853,638 reactions. Predict the reaction yield, written as a fraction of the theoretical maximum amount of product (1.0 means a 100% yield; for example, 0.34 means a 34% yield). (1) The reactants are [CH3:1][O:2][C:3](=[O:27])[CH2:4][C:5]1[CH:10]=[CH:9][C:8]([C:11]#[C:12][C:13]2[CH:22]=[CH:21][C:20]3[C:19](=[O:23])[CH2:18][CH2:17][C:16]([CH3:25])([CH3:24])[C:15]=3[CH:14]=2)=[CH:7][C:6]=1[F:26].C(C1C=C(C)C=C(C(C)(C)C)N=1)(C)(C)C.[F:43][C:44]([F:57])([F:56])[S:45](O[S:45]([C:44]([F:57])([F:56])[F:43])(=[O:47])=[O:46])(=[O:47])=[O:46]. The catalyst is ClCCl.O. The product is [CH3:1][O:2][C:3](=[O:27])[CH2:4][C:5]1[CH:10]=[CH:9][C:8]([C:11]#[C:12][C:13]2[CH:22]=[CH:21][C:20]3[C:19]([O:23][S:45]([C:44]([F:57])([F:56])[F:43])(=[O:47])=[O:46])=[CH:18][CH2:17][C:16]([CH3:24])([CH3:25])[C:15]=3[CH:14]=2)=[CH:7][C:6]=1[F:26]. The yield is 0.840. (2) The catalyst is C(OCC)(=O)C. The reactants are [CH2:1]([C:5]1[N:6]=[C:7]([CH3:27])[NH:8][C:9](=[O:26])[C:10]=1[CH2:11][C:12]1[CH:17]=[CH:16][C:15]([C:18]2[C:19]([C:24]#[N:25])=[CH:20][CH:21]=[CH:22][CH:23]=2)=[CH:14][CH:13]=1)[CH2:2][CH2:3][CH3:4].C(=O)([O-])[O-].[Cs+].[Cs+].I[CH2:35][C:36]([CH3:39])([CH3:38])[CH3:37].CN(C)C(=O)C. The product is [CH2:1]([C:5]1[N:6]=[C:7]([CH3:27])[N:8]([CH2:35][C:36]([CH3:39])([CH3:38])[CH3:37])[C:9](=[O:26])[C:10]=1[CH2:11][C:12]1[CH:17]=[CH:16][C:15]([C:18]2[C:19]([C:24]#[N:25])=[CH:20][CH:21]=[CH:22][CH:23]=2)=[CH:14][CH:13]=1)[CH2:2][CH2:3][CH3:4]. The yield is 0.300. (3) The reactants are [C:1]1(=O)[C:10]2[C:5](=[CH:6][CH:7]=[CH:8][CH:9]=2)[C:4](=[O:11])[CH:3]=[CH:2]1.[CH3:13][S-:14].[Na+].[Cl-].[Na+]. The catalyst is CO. The product is [CH3:1][C:2]1[C:13](=[S:14])[C:6]2[C:5]([C:4](=[O:11])[CH:3]=1)=[CH:10][CH:9]=[CH:8][CH:7]=2. The yield is 0.140. (4) The reactants are [CH3:1][N:2]1[C:6]([C:7]([OH:9])=O)=[CH:5][N:4]=[CH:3]1.CN(C)C=O.C(Cl)(=O)C(Cl)=O.[NH2:21][C:22]1[CH:23]=[C:24]([CH:39]=[CH:40][CH:41]=1)[O:25][C:26]1[CH:27]=[CH:28][C:29]2[N:30]([CH:32]=[C:33]([NH:35][C:36](=[O:38])[CH3:37])[N:34]=2)[N:31]=1. The catalyst is CN(C)C(=O)C.O1CCCC1. The product is [C:36]([NH:35][C:33]1[N:34]=[C:29]2[CH:28]=[CH:27][C:26]([O:25][C:24]3[CH:23]=[C:22]([NH:21][C:7]([C:6]4[N:2]([CH3:1])[CH:3]=[N:4][CH:5]=4)=[O:9])[CH:41]=[CH:40][CH:39]=3)=[N:31][N:30]2[CH:32]=1)(=[O:38])[CH3:37]. The yield is 0.470. (5) The reactants are [N:1]1[CH:6]=[CH:5][C:4]([N:7]2[CH2:12][CH2:11][CH:10]([C:13](Cl)=[O:14])[CH2:9][CH2:8]2)=[CH:3][CH:2]=1.[Cl:16][C:17]1[CH:18]=[C:19]2[C:24](=[CH:25][CH:26]=1)[CH:23]=[C:22]([S:27]([N:30]1[CH2:35][CH2:34][NH:33][CH:32]([C:36]([O:38][CH2:39][CH3:40])=[O:37])[CH2:31]1)(=[O:29])=[O:28])[CH:21]=[CH:20]2. No catalyst specified. The product is [Cl:16][C:17]1[CH:18]=[C:19]2[C:24](=[CH:25][CH:26]=1)[CH:23]=[C:22]([S:27]([N:30]1[CH2:35][CH2:34][N:33]([C:13]([CH:10]3[CH2:11][CH2:12][N:7]([C:4]4[CH:5]=[CH:6][N:1]=[CH:2][CH:3]=4)[CH2:8][CH2:9]3)=[O:14])[CH:32]([C:36]([O:38][CH2:39][CH3:40])=[O:37])[CH2:31]1)(=[O:28])=[O:29])[CH:21]=[CH:20]2. The yield is 0.370. (6) The reactants are [NH2:1][C:2]1[N:7]=[C:6]([Cl:8])[C:5]([NH:9]C=O)=[C:4]([NH:12][CH2:13][C:14]2[CH:19]=[CH:18][CH:17]=[C:16]([N:20]3[CH2:24][CH2:23][CH2:22][C:21]3=[O:25])[N:15]=2)[N:3]=1.Cl.[OH-].[Na+]. The yield is 0.680. The product is [NH2:1][C:2]1[N:3]=[C:4]([NH:12][CH2:13][C:14]2[N:15]=[C:16]([N:20]3[CH2:24][CH2:23][CH2:22][C:21]3=[O:25])[CH:17]=[CH:18][CH:19]=2)[C:5]([NH2:9])=[C:6]([Cl:8])[N:7]=1. The catalyst is C(O)C. (7) The reactants are Br[C:2]1[CH:3]=[CH:4][C:5]2[NH:6][C:7]3[C:12]([C:13]=2[CH:14]=1)=[CH:11][C:10](Br)=[CH:9][CH:8]=3.[C:16]1([N:22]2[C:34]3[CH:33]=[CH:32][C:31](B(O)O)=[CH:30][C:29]=3[C:28]3[C:23]2=[CH:24][CH:25]=[CH:26][CH:27]=3)[CH:21]=[CH:20][CH:19]=[CH:18][CH:17]=1.[C:53]1([CH3:58])[CH:54]=[CH:55][CH:56]=[CH:57][C:52]=1P([C:52]1[CH:57]=[CH:56][CH:55]=[CH:54][C:53]=1[CH3:58])[C:52]1[CH:57]=[CH:56][CH:55]=[CH:54][C:53]=1[CH3:58].C(=O)([O-])[O-].[K+].[K+]. The catalyst is C([O-])(=O)C.[Pd+2].C([O-])(=O)C.C1(C)C=CC=CC=1.C(O)C. The product is [C:16]1([N:22]2[C:34]3[CH:33]=[CH:32][C:31]([C:2]4[CH:3]=[CH:4][C:5]5[NH:6][C:7]6[C:12]([C:13]=5[CH:14]=4)=[CH:11][C:10]([C:55]4[CH:56]=[CH:57][C:52]5[N:6]([C:5]7[CH:4]=[CH:3][CH:2]=[CH:14][CH:13]=7)[C:7]7[C:58]([C:53]=5[CH:54]=4)=[CH:11][CH:10]=[CH:9][CH:8]=7)=[CH:9][CH:8]=6)=[CH:30][C:29]=3[C:28]3[C:23]2=[CH:24][CH:25]=[CH:26][CH:27]=3)[CH:21]=[CH:20][CH:19]=[CH:18][CH:17]=1. The yield is 0.600. (8) The reactants are Br[C:2]1[C:3]([Cl:9])=[N:4][C:5]([Cl:8])=[N:6][CH:7]=1.[F:10][C:11]1[CH:18]=[CH:17][CH:16]=[C:15]([F:19])[C:12]=1[CH:13]=[O:14]. No catalyst specified. The product is [Cl:8][C:5]1[N:4]=[C:3]([Cl:9])[C:2]([CH:13]([C:12]2[C:11]([F:10])=[CH:18][CH:17]=[CH:16][C:15]=2[F:19])[OH:14])=[CH:7][N:6]=1. The yield is 0.880. (9) The reactants are C(OC([N:8]1[C:13]2[CH:14]=[C:15]([Cl:21])[C:16]([N:18]([CH3:20])[CH3:19])=[CH:17][C:12]=2[O:11][CH:10]([C:22]([N:24]2[CH2:29][CH2:28][C:27]([C:39]#[N:40])([CH:30]([C:32]3[CH:37]=[CH:36][C:35]([F:38])=[CH:34][CH:33]=3)[OH:31])[CH2:26][CH2:25]2)=[O:23])[CH2:9]1)=O)(C)(C)C.FC(F)(F)C(O)=O. The catalyst is C(Cl)Cl. The product is [Cl:21][C:15]1[C:16]([N:18]([CH3:20])[CH3:19])=[CH:17][C:12]2[O:11][CH:10]([C:22]([N:24]3[CH2:29][CH2:28][C:27]([CH:30]([C:32]4[CH:33]=[CH:34][C:35]([F:38])=[CH:36][CH:37]=4)[OH:31])([C:39]#[N:40])[CH2:26][CH2:25]3)=[O:23])[CH2:9][NH:8][C:13]=2[CH:14]=1. The yield is 0.610.